This data is from Full USPTO retrosynthesis dataset with 1.9M reactions from patents (1976-2016). The task is: Predict the reactants needed to synthesize the given product. (1) Given the product [C:15](=[O:16])([O:17][C:18]1[CH:19]=[CH:20][C:21]([N+:24]([O-:26])=[O:25])=[CH:22][CH:23]=1)[O:7][CH:1]1[CH2:6][CH2:5][CH2:4][CH2:3][CH2:2]1, predict the reactants needed to synthesize it. The reactants are: [CH:1]1([OH:7])[CH2:6][CH2:5][CH2:4][CH2:3][CH2:2]1.N1C=CC=CC=1.Cl[C:15]([O:17][C:18]1[CH:23]=[CH:22][C:21]([N+:24]([O-:26])=[O:25])=[CH:20][CH:19]=1)=[O:16]. (2) The reactants are: [CH3:1][NH:2][C:3]1[CH:23]=[CH:22][C:6]([CH2:7][CH:8]2[CH2:12][CH2:11][N:10]([C@@H:13]([C:15]3[CH:20]=[CH:19][CH:18]=[CH:17][CH:16]=3)[CH3:14])[C:9]2=[O:21])=[CH:5][CH:4]=1.[C:24](Cl)(=[O:26])[CH3:25].C(N(CC)CC)C.C(=O)([O-])O.[Na+]. Given the product [CH3:1][N:2]([C:3]1[CH:4]=[CH:5][C:6]([CH2:7][CH:8]2[CH2:12][CH2:11][N:10]([C@@H:13]([C:15]3[CH:16]=[CH:17][CH:18]=[CH:19][CH:20]=3)[CH3:14])[C:9]2=[O:21])=[CH:22][CH:23]=1)[C:24](=[O:26])[CH3:25], predict the reactants needed to synthesize it. (3) Given the product [C:7]([CH:6]([C:12]1[CH:17]=[C:16]([CH3:18])[CH:15]=[CH:14][N:13]=1)[C:5]1[CH:9]=[CH:10][C:2]([F:1])=[CH:3][CH:4]=1)#[N:8], predict the reactants needed to synthesize it. The reactants are: [F:1][C:2]1[CH:10]=[CH:9][C:5]([CH2:6][C:7]#[N:8])=[CH:4][CH:3]=1.Br[C:12]1[CH:17]=[C:16]([CH3:18])[CH:15]=[CH:14][N:13]=1.C1(C)C=CC(S([O-])=O)=CC=1.[Na+].[H-].[Na+]. (4) Given the product [CH:17]1([N:16]2[C:15]3[C:14]4[CH:13]=[CH:12][CH:11]=[C:10]([O:22][CH3:23])[C:9]=4[N:8]=[CH:7][C:6]=3[C:4](=[O:5])[N:24]([C:27]3[CH:32]=[CH:31][CH:30]=[C:29]([S:33][CH3:34])[CH:28]=3)[C:25]2=[O:26])[CH2:18][CH2:19][CH2:20][CH2:21]1, predict the reactants needed to synthesize it. The reactants are: C(O[C:4]([C:6]1[CH:7]=[N:8][C:9]2[C:14]([C:15]=1[NH:16][CH:17]1[CH2:21][CH2:20][CH2:19][CH2:18]1)=[CH:13][CH:12]=[CH:11][C:10]=2[O:22][CH3:23])=[O:5])C.[N:24]([C:27]1[CH:32]=[CH:31][CH:30]=[C:29]([S:33][CH3:34])[CH:28]=1)=[C:25]=[O:26]. (5) The reactants are: [NH2:1][C:2]1[CH:3]=[C:4]2[C:8](=[CH:9][CH:10]=1)[C:7](=[O:11])[N:6]([CH2:12][CH2:13][CH2:14][CH3:15])[CH2:5]2.[CH2:16]([NH:23][C:24]1[C:29]([CH:30]=O)=[CH:28][N:27]=[CH:26][CH:25]=1)[C:17]1[CH:22]=[CH:21][CH:20]=[CH:19][CH:18]=1.C(O[BH-](OC(=O)C)OC(=O)C)(=O)C.[Na+].C(O[BH-](OC(=O)C)OC(=O)C)(=O)C.C([O-])(O)=O.[Na+]. Given the product [CH2:16]([NH:23][C:24]1[CH:25]=[CH:26][N:27]=[CH:28][C:29]=1[CH2:30][NH:1][C:2]1[CH:3]=[C:4]2[C:8](=[CH:9][CH:10]=1)[C:7](=[O:11])[N:6]([CH2:12][CH2:13][CH2:14][CH3:15])[CH2:5]2)[C:17]1[CH:18]=[CH:19][CH:20]=[CH:21][CH:22]=1, predict the reactants needed to synthesize it. (6) Given the product [C:1]([O:18][CH:16]1[CH2:17][CH:12]2[C:11]([CH3:20])([CH3:10])[C:15]1([CH3:19])[CH2:14][CH2:13]2)(=[O:6])[CH2:2][C:3]([CH3:5])=[O:4], predict the reactants needed to synthesize it. The reactants are: [C:1](OCC)(=[O:6])[CH2:2][C:3]([CH3:5])=[O:4].[CH3:10][C:11]1([CH3:20])[C:15]2([CH3:19])[CH:16]([OH:18])[CH2:17][CH:12]1[CH2:13][CH2:14]2.[H-].[Na+]. (7) Given the product [NH2:27][C:18]1[C:17]2=[N:16][N:15]([CH2:28][CH2:29][O:30][CH3:31])[C:14]([CH2:13][C:12]([NH:11][C:2](=[O:9])[C:3]3[CH:8]=[CH:7][N:6]=[CH:5][CH:4]=3)([CH3:33])[CH3:32])=[C:26]2[C:25]2[CH:24]=[CH:23][CH:22]=[CH:21][C:20]=2[N:19]=1, predict the reactants needed to synthesize it. The reactants are: Cl.[C:2](Cl)(=[O:9])[C:3]1[CH:8]=[CH:7][N:6]=[CH:5][CH:4]=1.[NH2:11][C:12]([CH3:33])([CH3:32])[CH2:13][C:14]1[N:15]([CH2:28][CH2:29][O:30][CH3:31])[N:16]=[C:17]2[C:26]=1[C:25]1[CH:24]=[CH:23][CH:22]=[CH:21][C:20]=1[N:19]=[C:18]2[NH2:27]. (8) The reactants are: [NH2:1][C:2]1[CH2:6][CH2:5][C:4](=[O:7])[CH:3]=1.[Cl:8][C:9]1[CH:10]=[C:11]([CH:14]=[CH:15][C:16]=1[F:17])[CH:12]=O.[CH2:18]([N:25]1[CH2:30][C:29](=O)[CH2:28][C:27](=[O:32])[CH2:26]1)[C:19]1[CH:24]=[CH:23][CH:22]=[CH:21][CH:20]=1. Given the product [CH2:18]([N:25]1[CH2:30][C:29]2[NH:1][C:2]3[CH2:6][CH2:5][C:4](=[O:7])[C:3]=3[CH:12]([C:11]3[CH:14]=[CH:15][C:16]([F:17])=[C:9]([Cl:8])[CH:10]=3)[C:28]=2[C:27](=[O:32])[CH2:26]1)[C:19]1[CH:20]=[CH:21][CH:22]=[CH:23][CH:24]=1, predict the reactants needed to synthesize it. (9) Given the product [CH:1]([NH:4][N:5]1[C:17]2[C:16]3[CH:15]=[CH:14][CH:13]=[CH:12][C:11]=3[N:10]=[C:9]([NH2:20])[C:8]=2[N:7]=[C:6]1[CH3:19])([CH3:3])[CH3:2], predict the reactants needed to synthesize it. The reactants are: [CH:1]([NH:4][N:5]1[C:17]2[C:16]3[CH:15]=[CH:14][CH:13]=[CH:12][C:11]=3[N+:10]([O-])=[CH:9][C:8]=2[N:7]=[C:6]1[CH3:19])([CH3:3])[CH3:2].[NH4+:20].[OH-].C1(C)C=CC(S(Cl)(=O)=O)=CC=1.C(Cl)(Cl)Cl.